This data is from Full USPTO retrosynthesis dataset with 1.9M reactions from patents (1976-2016). The task is: Predict the reactants needed to synthesize the given product. (1) Given the product [F:17][C:13]1[CH:12]=[C:11]([CH:9]([NH:8][C:6]2[N:7]=[C:2]([N:20]3[C:21]4[CH:26]=[C:25]([C:27]([NH2:29])=[O:28])[CH:24]=[CH:23][C:22]=4[N:18]=[CH:19]3)[CH:3]=[N:4][CH:5]=2)[CH3:10])[CH:16]=[CH:15][CH:14]=1, predict the reactants needed to synthesize it. The reactants are: Cl[C:2]1[N:7]=[C:6]([NH:8][CH:9]([C:11]2[CH:16]=[CH:15][CH:14]=[C:13]([F:17])[CH:12]=2)[CH3:10])[CH:5]=[N:4][CH:3]=1.[NH:18]1[C:22]2[CH:23]=[CH:24][C:25]([C:27]([NH2:29])=[O:28])=[CH:26][C:21]=2[N:20]=[CH:19]1. (2) Given the product [Cl:14][C:15]1[N:20]=[C:19]([S:13][C:4]2[CH:5]=[C:6]3[C:11](=[C:2]([F:1])[CH:3]=2)[N:10]=[C:9]([CH3:12])[CH:8]=[CH:7]3)[N:18]=[C:17]([NH:25][C:26]2[NH:30][N:29]=[C:28]([CH3:31])[CH:27]=2)[CH:16]=1, predict the reactants needed to synthesize it. The reactants are: [F:1][C:2]1[CH:3]=[C:4]([SH:13])[CH:5]=[C:6]2[C:11]=1[N:10]=[C:9]([CH3:12])[CH:8]=[CH:7]2.[Cl:14][C:15]1[N:20]=[C:19](S(C)(=O)=O)[N:18]=[C:17]([NH:25][C:26]2[NH:30][N:29]=[C:28]([CH3:31])[CH:27]=2)[CH:16]=1. (3) Given the product [CH3:1][C:2]1[C:7]([C:8]2[CH:13]=[CH:12][CH:11]=[CH:10][C:9]=2[C:14]([F:17])([F:15])[F:16])=[N:6][N:5]2[C:18]([C:21]([NH:24][C:25]3[CH:30]=[CH:29][N:28]=[CH:27][CH:26]=3)=[O:23])=[CH:19][N:20]=[C:4]2[CH:3]=1, predict the reactants needed to synthesize it. The reactants are: [CH3:1][C:2]1[C:7]([C:8]2[CH:13]=[CH:12][CH:11]=[CH:10][C:9]=2[C:14]([F:17])([F:16])[F:15])=[N:6][N:5]2[C:18]([C:21]([OH:23])=O)=[CH:19][N:20]=[C:4]2[CH:3]=1.[NH2:24][C:25]1[CH:30]=[CH:29][N:28]=[CH:27][CH:26]=1. (4) The reactants are: [CH3:1][C:2]1[N:6]([CH2:7][C:8]2[CH:13]=[CH:12][CH:11]=[C:10]([C:14]([F:17])([F:16])[F:15])[C:9]=2[CH3:18])[C:5]2[CH:19]=[C:20]([N:26]3[CH2:31][CH2:30][O:29][CH2:28][CH2:27]3)[CH:21]=[C:22]([C:23]([OH:25])=[O:24])[C:4]=2[N:3]=1.O.[CH2:33]([OH:40])[C:34]([NH2:39])([CH2:37][OH:38])[CH2:35][OH:36]. Given the product [CH3:1][C:2]1[N:6]([CH2:7][C:8]2[CH:13]=[CH:12][CH:11]=[C:10]([C:14]([F:16])([F:15])[F:17])[C:9]=2[CH3:18])[C:5]2[CH:19]=[C:20]([N:26]3[CH2:27][CH2:28][O:29][CH2:30][CH2:31]3)[CH:21]=[C:22]([C:23]([OH:25])=[O:24])[C:4]=2[N:3]=1.[NH2:39][C:34]([CH2:37][OH:38])([CH2:35][OH:36])[CH2:33][OH:40], predict the reactants needed to synthesize it. (5) The reactants are: [Cl:1][C:2]1[CH:7]=[CH:6][C:5](/[CH:8]=[CH:9]/[C:10]2[CH:11]=[C:12]([CH:16]=[CH:17][C:18]=2[O:19][CH3:20])[C:13]([OH:15])=O)=[CH:4][CH:3]=1.Cl.[CH2:22]([NH2:24])[CH3:23]. Given the product [Cl:1][C:2]1[CH:3]=[CH:4][C:5](/[CH:8]=[CH:9]/[C:10]2[CH:11]=[C:12]([CH:16]=[CH:17][C:18]=2[O:19][CH3:20])[C:13]([NH:24][CH2:22][CH3:23])=[O:15])=[CH:6][CH:7]=1, predict the reactants needed to synthesize it.